The task is: Predict the product of the given reaction.. This data is from Forward reaction prediction with 1.9M reactions from USPTO patents (1976-2016). Given the reactants [F:1][C:2]1[CH:3]=[C:4]([NH:9][C:10]([C:12]2[CH:13]=[C:14]([S:19]([Cl:22])(=[O:21])=[O:20])[CH:15]=[CH:16][C:17]=2[F:18])=[O:11])[CH:5]=[CH:6][C:7]=1[F:8].CCN(CC)CC.[CH:30]1([C:36]2([NH2:39])[CH2:38][CH2:37]2)[CH2:35][CH2:34][CH2:33][CH2:32][CH2:31]1, predict the reaction product. The product is: [ClH:22].[CH:30]1([C:36]2([NH:39][S:19]([C:14]3[CH:15]=[CH:16][C:17]([F:18])=[C:12]([CH:13]=3)[C:10]([NH:9][C:4]3[CH:5]=[CH:6][C:7]([F:8])=[C:2]([F:1])[CH:3]=3)=[O:11])(=[O:21])=[O:20])[CH2:38][CH2:37]2)[CH2:35][CH2:34][CH2:33][CH2:32][CH2:31]1.